The task is: Regression. Given two drug SMILES strings and cell line genomic features, predict the synergy score measuring deviation from expected non-interaction effect.. This data is from NCI-60 drug combinations with 297,098 pairs across 59 cell lines. Drug 1: C1C(C(OC1N2C=C(C(=O)NC2=O)F)CO)O. Drug 2: CC1=C(C(CCC1)(C)C)C=CC(=CC=CC(=CC(=O)O)C)C. Cell line: HCC-2998. Synergy scores: CSS=40.0, Synergy_ZIP=5.20, Synergy_Bliss=3.98, Synergy_Loewe=-17.1, Synergy_HSA=1.83.